Dataset: Full USPTO retrosynthesis dataset with 1.9M reactions from patents (1976-2016). Task: Predict the reactants needed to synthesize the given product. (1) Given the product [NH2:14][C:15]1[CH:24]=[C:23]([C:25]2[CH:26]=[CH:27][CH:28]=[CH:29][CH:30]=2)[C:22]2[C:17](=[CH:18][C:19]([S:31][C:32]3[CH:33]=[C:34]([C:38]4([C:44]#[N:45])[CH2:39][CH2:40][O:41][CH2:42][CH2:43]4)[CH:35]=[CH:36][CH:37]=3)=[CH:20][CH:21]=2)[N:16]=1, predict the reactants needed to synthesize it. The reactants are: C(=[N:14][C:15]1[CH:24]=[C:23]([C:25]2[CH:30]=[CH:29][CH:28]=[CH:27][CH:26]=2)[C:22]2[C:17](=[CH:18][C:19]([S:31][C:32]3[CH:33]=[C:34]([C:38]4([C:44]#[N:45])[CH2:43][CH2:42][O:41][CH2:40][CH2:39]4)[CH:35]=[CH:36][CH:37]=3)=[CH:20][CH:21]=2)[N:16]=1)(C1C=CC=CC=1)C1C=CC=CC=1.Cl.NO.C([O-])(=O)C.[K+]. (2) Given the product [CH:13]([C:15]1[CH:20]=[CH:19][C:18]([C:2]2[CH:12]=[CH:11][CH:10]=[C:4]([C:5]([O:7][CH2:8][CH3:9])=[O:6])[CH:3]=2)=[CH:17][CH:16]=1)=[O:14], predict the reactants needed to synthesize it. The reactants are: Br[C:2]1[CH:3]=[C:4]([CH:10]=[CH:11][CH:12]=1)[C:5]([O:7][CH2:8][CH3:9])=[O:6].[CH:13]([C:15]1[CH:20]=[CH:19][C:18](B(O)O)=[CH:17][CH:16]=1)=[O:14]. (3) Given the product [O:39]1[CH2:38][CH:37]=[C:36]([C:2]2[CH:3]=[C:4]([NH:8][C:9]3[C:18]4[C:13](=[CH:14][C:15]([F:20])=[CH:16][C:17]=4[F:19])[N:12]=[C:11]([C:21]4[CH:26]=[CH:25][CH:24]=[CH:23][N:22]=4)[C:10]=3[CH3:27])[CH:5]=[N:6][CH:7]=2)[CH2:41][CH2:40]1, predict the reactants needed to synthesize it. The reactants are: Br[C:2]1[CH:3]=[C:4]([NH:8][C:9]2[C:18]3[C:13](=[CH:14][C:15]([F:20])=[CH:16][C:17]=3[F:19])[N:12]=[C:11]([C:21]3[CH:26]=[CH:25][CH:24]=[CH:23][N:22]=3)[C:10]=2[CH3:27])[CH:5]=[N:6][CH:7]=1.CC1(C)C(C)(C)OB([C:36]2[CH2:37][CH2:38][O:39][CH2:40][CH:41]=2)O1.C1(P(C2CCCCC2)C2(OC)CC=CC(OC)=C2C2C=CC=CC=2)CCCCC1.[O-]P([O-])([O-])=O.[K+].[K+].[K+]. (4) Given the product [CH:6]1[C:7]([C:8]([OH:10])=[O:9])=[CH:11][CH:12]=[C:4]([NH2:1])[CH:5]=1, predict the reactants needed to synthesize it. The reactants are: [N+:1]([C:4]1[CH:12]=[CH:11][C:7]([C:8]([OH:10])=[O:9])=[CH:6][CH:5]=1)([O-])=O.NC1C=CC=CN=1. (5) Given the product [C:46]([CH2:45][N:39]1[C@@H:38]([CH3:37])[CH2:43][N:42]([C:2]2[N:3]=[CH:4][C:5]([C:8]([NH:10][C:11]3[NH:12][N:13]=[C:14]([O:16][CH2:17][C:18]4[CH:23]=[C:22]([O:24][CH3:25])[CH:21]=[C:20]([O:26][CH3:27])[CH:19]=4)[CH:15]=3)=[O:9])=[N:6][CH:7]=2)[CH2:41][C@H:40]1[CH3:44])#[N:47], predict the reactants needed to synthesize it. The reactants are: Cl[C:2]1[N:3]=[CH:4][C:5]([C:8]([NH:10][C:11]2[NH:12][N:13]=[C:14]([O:16][CH2:17][C:18]3[CH:23]=[C:22]([O:24][CH3:25])[CH:21]=[C:20]([O:26][CH3:27])[CH:19]=3)[CH:15]=2)=[O:9])=[N:6][CH:7]=1.CN1[C@@H](C)CNC[C@H]1C.[CH3:37][C@H:38]1[CH2:43][NH:42][CH2:41][C@@H:40]([CH3:44])[N:39]1[CH2:45][C:46]#[N:47].C(N(C(C)C)C(C)C)C. (6) Given the product [C:41]([C:36]1[CH:37]=[C:38]([O:46][CH3:47])[C:39]([C:42]([O:44][CH3:45])=[O:43])=[N:34][CH:33]=1)#[N:40], predict the reactants needed to synthesize it. The reactants are: C1(P(C2CCCCC2)C2C=CC=CC=2C2C(OC)=CC=CC=2OC)CCCCC1.C([Zn][C:33]#[N:34])#N.Cl[C:36]1[CH:37]=[C:38]([O:46][CH3:47])[C:39]([C:42]([O:44][CH3:45])=[O:43])=[N:40][CH:41]=1. (7) Given the product [N:1]([CH2:4][C:5]1[C:6]([CH3:27])=[N:7][C:8]2[N:9]([CH:19]=[C:20]([C:22]([OH:24])=[O:23])[N:21]=2)[C:10]=1[C:11]1[CH:16]=[CH:15][C:14]([Cl:17])=[CH:13][C:12]=1[Cl:18])=[N+:2]=[N-:3], predict the reactants needed to synthesize it. The reactants are: [N:1]([CH2:4][C:5]1[C:6]([CH3:27])=[N:7][C:8]2[N:9]([CH:19]=[C:20]([C:22]([O:24]CC)=[O:23])[N:21]=2)[C:10]=1[C:11]1[CH:16]=[CH:15][C:14]([Cl:17])=[CH:13][C:12]=1[Cl:18])=[N+:2]=[N-:3].O[Li].O. (8) Given the product [CH:17]1([CH2:16][NH:15][C:13]([C:9]2[CH:8]=[C:7]([O:6][C:5]3[CH:20]=[CH:21][C:2]([NH:1][C:30]([NH:29][C:26]4[CH:27]=[CH:28][C:23]([F:22])=[CH:24][CH:25]=4)=[O:31])=[CH:3][CH:4]=3)[CH:12]=[CH:11][N:10]=2)=[O:14])[CH2:19][CH2:18]1, predict the reactants needed to synthesize it. The reactants are: [NH2:1][C:2]1[CH:21]=[CH:20][C:5]([O:6][C:7]2[CH:12]=[CH:11][N:10]=[C:9]([C:13]([NH:15][CH2:16][CH:17]3[CH2:19][CH2:18]3)=[O:14])[CH:8]=2)=[CH:4][CH:3]=1.[F:22][C:23]1[CH:28]=[CH:27][C:26]([N:29]=[C:30]=[O:31])=[CH:25][CH:24]=1.